This data is from Forward reaction prediction with 1.9M reactions from USPTO patents (1976-2016). The task is: Predict the product of the given reaction. (1) The product is: [CH2:1]([NH:8][C:9](=[O:49])[C:10](=[O:48])[C@@H:11]([NH:19][C:20](=[O:47])[C@@H:21]([NH:32][C:33](=[O:46])[C@@H:34]([NH:36][C:37](=[O:45])[CH2:38][N:39]1[CH2:40][CH2:41][O:42][CH2:43][CH2:44]1)[CH3:35])[CH2:22][C:23]1[C:31]2[C:26](=[CH:27][CH:28]=[CH:29][CH:30]=2)[NH:25][CH:24]=1)[CH2:12][C:13]1[CH:18]=[CH:17][CH:16]=[CH:15][CH:14]=1)[C:2]1[CH:3]=[CH:4][CH:5]=[CH:6][CH:7]=1. Given the reactants [CH2:1]([NH:8][C:9](=[O:49])[C@@H:10]([OH:48])[CH:11]([NH:19][C:20](=[O:47])[C@@H:21]([NH:32][C:33](=[O:46])[C@@H:34]([NH:36][C:37](=[O:45])[CH2:38][N:39]1[CH2:44][CH2:43][O:42][CH2:41][CH2:40]1)[CH3:35])[CH2:22][C:23]1[C:31]2[C:26](=[CH:27][CH:28]=[CH:29][CH:30]=2)[NH:25][CH:24]=1)[CH2:12][C:13]1[CH:18]=[CH:17][CH:16]=[CH:15][CH:14]=1)[C:2]1[CH:7]=[CH:6][CH:5]=[CH:4][CH:3]=1.CC(OI1(OC(C)=O)(OC(C)=O)OC(=O)C2C=CC=CC1=2)=O, predict the reaction product. (2) Given the reactants O=[CH:2][CH2:3][CH2:4][CH2:5][C:6]([O:8][CH3:9])=[O:7].[NH2:10][C:11]1[CH:16]=[CH:15][CH:14]=[CH:13][N:12]=1.C(O[BH-](OC(=O)C)OC(=O)C)(=O)C.[Na+].C(=O)(O)[O-].[Na+], predict the reaction product. The product is: [N:12]1[CH:13]=[CH:14][CH:15]=[CH:16][C:11]=1[NH:10][CH2:2][CH2:3][CH2:4][CH2:5][C:6]([O:8][CH3:9])=[O:7]. (3) Given the reactants [CH:1]([C:3]1[C:11]2[C:6](=[CH:7][CH:8]=[C:9]([C:12]3[CH:17]=[N:16][CH:15]=[C:14]4[N:18]([C:21]([O:23][C:24]([CH3:27])([CH3:26])[CH3:25])=[O:22])[CH:19]=[CH:20][C:13]=34)[CH:10]=2)[N:5]([CH:28]2[CH2:33][CH2:32][CH2:31][CH2:30][O:29]2)[N:4]=1)=O.C([N:36](CC)CC)C.Cl.NO.ClC(Cl)(Cl)C(Cl)=O, predict the reaction product. The product is: [C:1]([C:3]1[C:11]2[C:6](=[CH:7][CH:8]=[C:9]([C:12]3[CH:17]=[N:16][CH:15]=[C:14]4[N:18]([C:21]([O:23][C:24]([CH3:27])([CH3:26])[CH3:25])=[O:22])[CH:19]=[CH:20][C:13]=34)[CH:10]=2)[N:5]([CH:28]2[CH2:33][CH2:32][CH2:31][CH2:30][O:29]2)[N:4]=1)#[N:36]. (4) Given the reactants [O:1]=[S:2]1(=[O:21])[CH2:7][CH2:6][CH2:5][CH2:4][N:3]1[C:8]1[N:9]([CH3:20])[C:10](=[O:19])[C:11]([O:17][CH3:18])=[C:12]([C:14]([OH:16])=O)[N:13]=1.[F:22][C:23]1[CH:30]=[CH:29][C:26]([CH2:27][NH2:28])=[CH:25][CH:24]=1.C(N(CC)CC)C.F[P-](F)(F)(F)(F)F.N1(O[P+](N2CCCC2)(N2CCCC2)N2CCCC2)C2C=CC=CC=2N=N1, predict the reaction product. The product is: [F:22][C:23]1[CH:30]=[CH:29][C:26]([CH2:27][NH:28][C:14]([C:12]2[N:13]=[C:8]([N:3]3[CH2:4][CH2:5][CH2:6][CH2:7][S:2]3(=[O:1])=[O:21])[N:9]([CH3:20])[C:10](=[O:19])[C:11]=2[O:17][CH3:18])=[O:16])=[CH:25][CH:24]=1. (5) Given the reactants C(OC(=O)C1C=CC(CC2ON=C(CO)N=2)=CC=1)C.[CH2:20]([O:22][C:23](=[O:46])[C:24]1[CH:29]=[CH:28][CH:27]=[C:26]([CH2:30][C:31]2[O:35][N:34]=[C:33]([CH2:36][O:37]C3C=CC(OC)=CC=3)[N:32]=2)[CH:25]=1)[CH3:21], predict the reaction product. The product is: [CH2:20]([O:22][C:23](=[O:46])[C:24]1[CH:29]=[CH:28][CH:27]=[C:26]([CH2:30][C:31]2[O:35][N:34]=[C:33]([CH2:36][OH:37])[N:32]=2)[CH:25]=1)[CH3:21]. (6) Given the reactants [H-].[Na+].Br[C:4]1[CH:9]=[CH:8][CH:7]=[C:6]([Br:10])[C:5]=1[S:11]([NH:14][C:15]([CH3:18])([CH3:17])[CH3:16])(=[O:13])=[O:12].[Li]CCCC.CN(C)[CH:26]=[O:27], predict the reaction product. The product is: [Br:10][C:6]1[C:5]2[S:11](=[O:13])(=[O:12])[N:14]([C:15]([CH3:18])([CH3:17])[CH3:16])[CH:26]([OH:27])[C:4]=2[CH:9]=[CH:8][CH:7]=1.